Dataset: Full USPTO retrosynthesis dataset with 1.9M reactions from patents (1976-2016). Task: Predict the reactants needed to synthesize the given product. (1) Given the product [CH2:12]([C:19]1[CH:20]=[C:21]([NH:22][C:7](=[O:9])[C:6]2[CH:10]=[C:2]([Cl:1])[CH:3]=[CH:4][C:5]=2[OH:11])[CH:23]=[CH:24][CH:25]=1)[C:13]1[CH:14]=[CH:15][CH:16]=[CH:17][CH:18]=1, predict the reactants needed to synthesize it. The reactants are: [Cl:1][C:2]1[CH:10]=[C:6]([C:7]([OH:9])=O)[C:5]([OH:11])=[CH:4][CH:3]=1.[CH2:12]([C:19]1[CH:20]=[C:21]([CH:23]=[CH:24][CH:25]=1)[NH2:22])[C:13]1[CH:18]=[CH:17][CH:16]=[CH:15][CH:14]=1.P(Cl)(Cl)Cl.C(Cl)Cl. (2) Given the product [F:30][C:2]([F:1])([F:29])[C:3]1[CH:8]=[C:7]([C:9]([F:12])([F:11])[F:10])[N:6]=[C:5]([C:13]2[N:14]=[C:15]([CH2:18][N:19]3[CH:23]=[C:22]([C:24]([OH:26])=[O:25])[CH:21]=[N:20]3)[S:16][CH:17]=2)[N:4]=1, predict the reactants needed to synthesize it. The reactants are: [F:1][C:2]([F:30])([F:29])[C:3]1[CH:8]=[C:7]([C:9]([F:12])([F:11])[F:10])[N:6]=[C:5]([C:13]2[N:14]=[C:15]([CH2:18][N:19]3[CH:23]=[C:22]([C:24]([O:26]CC)=[O:25])[CH:21]=[N:20]3)[S:16][CH:17]=2)[N:4]=1.[OH-].[Na+].Cl. (3) Given the product [Cl:1][C:2]1[CH:3]=[CH:4][C:5]([CH2:6][N:7]2[CH2:8][CH2:9][N:17]3[C:12](=[N:13][C:14]4[N:15]([CH:19]=[N:20][C:21]=4[CH:22]4[CH2:23][CH2:24][CH2:25][CH2:26]4)[C:16]3=[O:18])[CH2:11]2)=[CH:27][CH:28]=1, predict the reactants needed to synthesize it. The reactants are: [Cl:1][C:2]1[CH:28]=[CH:27][C:5]([CH2:6][N:7]([CH2:11][C:12]2[NH:17][C:16](=[O:18])[N:15]3[CH:19]=[N:20][C:21]([CH:22]4[CH2:26][CH2:25][CH2:24][CH2:23]4)=[C:14]3[N:13]=2)[CH2:8][CH2:9]O)=[CH:4][CH:3]=1.CS(Cl)(=O)=O.C(N(CC)CC)C. (4) Given the product [O:68]1[CH:72]=[CH:71][CH:70]=[C:69]1[C:73]1[CH:74]=[C:75]([NH:78][C:15]([CH:12]2[CH2:11][CH2:10][N:9]([C:5]3[CH:6]=[CH:7][CH:8]=[C:3]([C:2]([F:1])([F:19])[F:18])[CH:4]=3)[CH2:14][CH2:13]2)=[O:17])[NH:76][N:77]=1, predict the reactants needed to synthesize it. The reactants are: [F:1][C:2]([F:19])([F:18])[C:3]1[CH:4]=[C:5]([N:9]2[CH2:14][CH2:13][CH:12]([C:15]([OH:17])=O)[CH2:11][CH2:10]2)[CH:6]=[CH:7][CH:8]=1.C1C=CC2N(O)N=NC=2C=1.C(N=C=NC(C)C)(C)C.N1C2C(=CC=CC=2)C=C(NC(C2CCN(C3C=CC=C(C(F)(F)F)C=3)CC2)=O)C=1.[O:68]1[CH:72]=[CH:71][CH:70]=[C:69]1[C:73]1[CH:74]=[C:75]([NH2:78])[NH:76][N:77]=1. (5) Given the product [CH2:6]([O:8][C:9]([C:11]1[CH:15]=[CH:14][N:13]([CH:16]([CH3:18])[CH3:17])[C:12]=1[CH:19]([NH:42][C:38]1[CH:39]=[CH:40][CH:41]=[C:36]([Cl:35])[C:37]=1[F:43])[C:21]1[CH:26]=[CH:25][C:24]([Cl:27])=[CH:23][C:22]=1[CH3:28])=[O:10])[CH3:7], predict the reactants needed to synthesize it. The reactants are: CS(Cl)(=O)=O.[CH2:6]([O:8][C:9]([C:11]1[CH:15]=[CH:14][N:13]([CH:16]([CH3:18])[CH3:17])[C:12]=1[CH:19]([C:21]1[CH:26]=[CH:25][C:24]([Cl:27])=[CH:23][C:22]=1[CH3:28])O)=[O:10])[CH3:7].N1C=CC=CC=1.[Cl:35][C:36]1[C:37]([F:43])=[C:38]([NH2:42])[CH:39]=[CH:40][CH:41]=1. (6) Given the product [Br:44][C:40]1[CH:39]=[C:38]([CH2:37][CH2:36][NH:8][C@H:9]([C:11]2[CH:16]=[CH:15][CH:14]=[C:13]([CH2:17][O:18][C:19]3[C:28]4[C:23](=[CH:24][CH:25]=[CH:26][CH:27]=4)[C:22]4=[N:29][NH:30][CH:31]([C:32]([F:33])([F:34])[F:35])[N:21]4[N:20]=3)[N:12]=2)[CH3:10])[CH:43]=[CH:42][CH:41]=1, predict the reactants needed to synthesize it. The reactants are: Cl.C(OC(=O)[N:8]([CH2:36][CH2:37][C:38]1[CH:43]=[CH:42][CH:41]=[C:40]([Br:44])[CH:39]=1)[C@H:9]([C:11]1[CH:16]=[CH:15][CH:14]=[C:13]([CH2:17][O:18][C:19]2[C:28]3[C:23](=[CH:24][CH:25]=[CH:26][CH:27]=3)[C:22]3=[N:29][NH:30][CH:31]([C:32]([F:35])([F:34])[F:33])[N:21]3[N:20]=2)[N:12]=1)[CH3:10])(C)(C)C. (7) Given the product [CH:21]1([C:20]2[O:19][N:18]=[C:17]([C:24]3[C:25]([Cl:31])=[CH:26][CH:27]=[CH:28][C:29]=3[Cl:30])[C:16]=2[CH2:15][O:14][CH:11]2[CH2:12][CH2:13][NH:8][CH2:9][CH2:10]2)[CH2:22][CH2:23]1, predict the reactants needed to synthesize it. The reactants are: C(OC([N:8]1[CH2:13][CH2:12][CH:11]([O:14][CH2:15][C:16]2[C:17]([C:24]3[C:29]([Cl:30])=[CH:28][CH:27]=[CH:26][C:25]=3[Cl:31])=[N:18][O:19][C:20]=2[CH:21]2[CH2:23][CH2:22]2)[CH2:10][CH2:9]1)=O)(C)(C)C.FC(F)(F)C(O)=O. (8) Given the product [C:1]([OH:6])(=[O:5])[C:2]([OH:4])=[O:3].[C:8]1([C:31]2[CH:36]=[CH:35][CH:34]=[CH:33][CH:32]=2)[CH:28]=[CH:27][CH:26]=[C:10]([CH2:11][CH:12]2[C:21]3[C:16](=[CH:17][C:18]([O:24][CH3:25])=[C:19]([O:22][CH3:23])[CH:20]=3)[CH2:15][CH2:14][NH:13]2)[CH:9]=1, predict the reactants needed to synthesize it. The reactants are: [C:1]([OH:6])(=[O:5])[C:2]([OH:4])=[O:3].Br[C:8]1[CH:9]=[C:10]([CH:26]=[CH:27][CH:28]=1)[CH2:11][CH:12]1[C:21]2[C:16](=[CH:17][C:18]([O:24][CH3:25])=[C:19]([O:22][CH3:23])[CH:20]=2)[CH2:15][CH2:14][NH:13]1.[OH-].[Na+].[C:31]1(B(O)O)[CH:36]=[CH:35][CH:34]=[CH:33][CH:32]=1.C1C=CC(P(C2C=CC=CC=2)C2C=CC=CC=2)=CC=1.C([O-])([O-])=O.[Na+].[Na+].O.O.C(O)(=O)C(O)=O.